This data is from Full USPTO retrosynthesis dataset with 1.9M reactions from patents (1976-2016). The task is: Predict the reactants needed to synthesize the given product. (1) Given the product [Cl:31][C:7]1[CH:8]=[C:9]2[C:14](=[C:5]([C:3]([OH:4])=[O:2])[CH:6]=1)[NH:13][CH:12]([C:15]1[CH:20]=[CH:19][CH:18]=[C:17]([NH:21][C:22]([CH3:28])([C:24](=[O:27])[NH:25][CH3:26])[CH3:23])[CH:16]=1)[C:11]([CH3:30])([CH3:29])[CH2:10]2, predict the reactants needed to synthesize it. The reactants are: C[O:2][C:3]([C:5]1[CH:6]=[C:7]([Cl:31])[CH:8]=[C:9]2[C:14]=1[NH:13][CH:12]([C:15]1[CH:20]=[CH:19][CH:18]=[C:17]([NH:21][C:22]([CH3:28])([C:24](=[O:27])[NH:25][CH3:26])[CH3:23])[CH:16]=1)[C:11]([CH3:30])([CH3:29])[CH2:10]2)=[O:4].O.[OH-].[Li+].O.Cl. (2) Given the product [Br:1][C:2]1[CH:3]=[CH:4][C:5]([CH2:8][CH2:9][N:13]2[CH2:14][CH2:15][C:11]([F:16])([F:10])[CH2:12]2)=[N:6][CH:7]=1, predict the reactants needed to synthesize it. The reactants are: [Br:1][C:2]1[CH:3]=[CH:4][C:5]([CH:8]=[CH2:9])=[N:6][CH:7]=1.[F:10][C:11]1([F:16])[CH2:15][CH2:14][NH:13][CH2:12]1.C(=O)(O)[O-].[Na+].